This data is from Full USPTO retrosynthesis dataset with 1.9M reactions from patents (1976-2016). The task is: Predict the reactants needed to synthesize the given product. (1) Given the product [Br:1][CH2:9][C:10]1[CH:15]=[CH:14][C:13]([N+:16]([O-:18])=[O:17])=[CH:12][CH:11]=1, predict the reactants needed to synthesize it. The reactants are: [Br:1]N1C(=O)CCC1=O.[CH3:9][C:10]1[CH:15]=[CH:14][C:13]([N+:16]([O-:18])=[O:17])=[CH:12][CH:11]=1.C(OOC(=O)C1C=CC=CC=1)(=O)C1C=CC=CC=1. (2) Given the product [CH:13]1([N:20]2[CH2:25][CH2:24][N:23]([C:10]([C@@H:8]3[CH2:9][C@H:7]3[C:1]3[CH:6]=[CH:5][CH:4]=[CH:3][CH:2]=3)=[O:11])[CH2:22][CH2:21]2)[CH2:19][CH2:18][CH2:17][CH2:16][CH2:15][CH2:14]1, predict the reactants needed to synthesize it. The reactants are: [C:1]1([C@@H:7]2[CH2:9][C@H:8]2[C:10](Cl)=[O:11])[CH:6]=[CH:5][CH:4]=[CH:3][CH:2]=1.[CH:13]1([N:20]2[CH2:25][CH2:24][NH:23][CH2:22][CH2:21]2)[CH2:19][CH2:18][CH2:17][CH2:16][CH2:15][CH2:14]1. (3) Given the product [ClH:21].[ClH:21].[NH:6]1[CH2:7][CH2:8][CH:9]([NH:12][C:13]2[N:18]=[C:17]([OH:19])[CH:16]=[CH:15][N:14]=2)[CH2:10][CH2:11]1, predict the reactants needed to synthesize it. The reactants are: C(OC([N:6]1[CH2:11][CH2:10][CH:9]([NH:12][C:13]2[N:18]=[C:17]([O:19]C)[CH:16]=[CH:15][N:14]=2)[CH2:8][CH2:7]1)=O)C.[ClH:21].